Dataset: Reaction yield outcomes from USPTO patents with 853,638 reactions. Task: Predict the reaction yield, written as a fraction of the theoretical maximum amount of product (1.0 means a 100% yield; for example, 0.34 means a 34% yield). (1) The reactants are C([O:5][C:6]([CH:8]1[CH:16]2[CH:11]([CH2:12][CH2:13][CH2:14][CH2:15]2)[CH2:10][NH:9]1)=[O:7])(C)(C)C.[C:17](O[C:17]([O:19][C:20]([CH3:23])([CH3:22])[CH3:21])=[O:18])([O:19][C:20]([CH3:23])([CH3:22])[CH3:21])=[O:18]. The catalyst is Cl.O1CCOCC1.[OH-].[Na+].CCOCC.O. The product is [C:20]([O:19][C:17]([N:9]1[CH2:10][CH:11]2[CH:16]([CH2:15][CH2:14][CH2:13][CH2:12]2)[CH:8]1[C:6]([OH:5])=[O:7])=[O:18])([CH3:23])([CH3:22])[CH3:21]. The yield is 0.720. (2) The yield is 0.690. The reactants are [NH:1]1[CH:5]=[CH:4][N:3]=[CH:2]1.[CH3:6][O:7][C:8]1[CH:15]=[CH:14][C:11]([CH2:12]Cl)=[CH:10][CH:9]=1. The catalyst is C(#N)C. The product is [CH3:6][O:7][C:8]1[CH:15]=[CH:14][C:11]([CH2:12][N:1]2[CH:5]=[CH:4][N:3]=[CH:2]2)=[CH:10][CH:9]=1. (3) The reactants are [H-].[Na+].[C:3]1([CH2:9][NH:10][C:11]([CH:13]([C:19]([O:21]CC)=O)[C:14]([O:16]CC)=O)=[O:12])[CH:8]=[CH:7][CH:6]=[CH:5][CH:4]=1.[CH:24]1([N:30]=[C:31]=[O:32])[CH2:29][CH2:28][CH2:27][CH2:26][CH2:25]1.[NH2:33][CH2:34][C:35]([OH:37])=[O:36].Cl. The catalyst is O1CCOCC1.C1CCN2C(=NCCC2)CC1. The product is [CH:24]1([N:30]2[C:19]([OH:21])=[C:13]([C:14]([NH:33][CH2:34][C:35]([OH:37])=[O:36])=[O:16])[C:11](=[O:12])[N:10]([CH2:9][C:3]3[CH:4]=[CH:5][CH:6]=[CH:7][CH:8]=3)[C:31]2=[O:32])[CH2:29][CH2:28][CH2:27][CH2:26][CH2:25]1. The yield is 0.0700. (4) The reactants are Br[C:2]1[CH:7]=[CH:6][C:5]([CH2:8][CH2:9][CH2:10][C:11]2[CH:16]=[CH:15][CH:14]=[CH:13][CH:12]=2)=[CH:4][CH:3]=1.C([Li])CCC.[B:22](OC)([O:25]C)[O:23]C. The catalyst is O1CCCC1. The product is [C:11]1([CH2:10][CH2:9][CH2:8][C:5]2[CH:6]=[CH:7][C:2]([B:22]([OH:25])[OH:23])=[CH:3][CH:4]=2)[CH:16]=[CH:15][CH:14]=[CH:13][CH:12]=1. The yield is 0.390. (5) The reactants are [C:1]([O:6][CH3:7])(=[O:5])[CH:2]([CH3:4])[CH3:3].[Li+].C[Si]([N-][Si](C)(C)C)(C)C.[CH:18]1(/[CH:21]=[N:22]/[S:23]([C:25]([CH3:28])([CH3:27])[CH3:26])=[O:24])[CH2:20][CH2:19]1. The catalyst is C1COCC1. The product is [CH3:7][O:6][C:1](=[O:5])[C:2]([CH3:4])([CH3:3])[CH:21]([CH:18]1[CH2:19][CH2:20]1)[NH:22][S:23]([C:25]([CH3:28])([CH3:27])[CH3:26])=[O:24]. The yield is 0.720. (6) The reactants are [H-].[Na+].[Br:3][C:4]1[CH:5]=[C:6]([CH3:26])[CH:7]=[C:8]2[C:13]=1[N:12]=[CH:11][N:10]([NH:14][C:15]1[CH:20]=[C:19]([Cl:21])[CH:18]=[CH:17][C:16]=1[S:22][CH2:23][CH3:24])[C:9]2=[O:25].[CH3:27][C:28]([O:31][C:32](O[C:32]([O:31][C:28]([CH3:30])([CH3:29])[CH3:27])=[O:33])=[O:33])([CH3:30])[CH3:29].O. The catalyst is CN(C=O)C.C(Cl)Cl. The product is [Br:3][C:4]1[CH:5]=[C:6]([CH3:26])[CH:7]=[C:8]2[C:13]=1[N:12]=[CH:11][N:10]([N:14]([C:15]1[CH:20]=[C:19]([Cl:21])[CH:18]=[CH:17][C:16]=1[S:22][CH2:23][CH3:24])[C:32](=[O:33])[O:31][C:28]([CH3:30])([CH3:29])[CH3:27])[C:9]2=[O:25]. The yield is 0.850. (7) The reactants are Cl[C:2]1[C:11]2[C:6](=[CH:7][C:8]([O:14][CH2:15][CH2:16][CH2:17][N:18]3[CH2:23][CH2:22][CH2:21][CH2:20][CH2:19]3)=[C:9]([O:12][CH3:13])[CH:10]=2)[N:5]=[CH:4][N:3]=1.C(=O)([O-])[O-].[K+].[K+].[OH:30][C:31]1[CH:32]=[C:33]2[C:37](=[CH:38][CH:39]=1)[NH:36][C:35]([C:40]([OH:42])=[O:41])=[CH:34]2. The catalyst is CC(N(C)C)=O. The product is [C:40]([C:35]1[NH:36][C:37]2[C:33]([CH:34]=1)=[CH:32][C:31]([O:30][C:2]1[C:11]3[C:6](=[CH:7][C:8]([O:14][CH2:15][CH2:16][CH2:17][N:18]4[CH2:23][CH2:22][CH2:21][CH2:20][CH2:19]4)=[C:9]([O:12][CH3:13])[CH:10]=3)[N:5]=[CH:4][N:3]=1)=[CH:39][CH:38]=2)([OH:42])=[O:41]. The yield is 0.360. (8) The reactants are [CH3:1][O:2][C:3]1[CH:8]=[CH:7][C:6]([S:9]([N:12]2[CH2:17][CH2:16][CH:15]([C:18](=[S:20])[NH2:19])[CH2:14][CH2:13]2)(=[O:11])=[O:10])=[CH:5][CH:4]=1.C([O-])(O)=O.[Na+].Cl[CH2:27][C:28](=O)[CH2:29][C:30]1[CH:35]=[CH:34][CH:33]=[C:32]([O:36][CH3:37])[CH:31]=1.N. The catalyst is CCO.ClCCCl.CCO. The product is [CH3:37][O:36][C:32]1[CH:31]=[C:30]([CH:35]=[CH:34][CH:33]=1)[CH2:29][C:28]1[N:19]=[C:18]([CH:15]2[CH2:14][CH2:13][N:12]([S:9]([C:6]3[CH:7]=[CH:8][C:3]([O:2][CH3:1])=[CH:4][CH:5]=3)(=[O:11])=[O:10])[CH2:17][CH2:16]2)[S:20][CH:27]=1. The yield is 0.0900. (9) The reactants are [CH3:1][C:2]1([CH3:18])[C:6]([CH3:8])([CH3:7])[O:5][B:4]([C:9]2[CH:17]=[CH:16][C:12]([C:13](Cl)=[O:14])=[CH:11][CH:10]=2)[O:3]1.[NH2:19][C:20]1[CH:25]=[C:24]([F:26])[CH:23]=[CH:22][N:21]=1. The catalyst is C(#N)C. The product is [F:26][C:24]1[CH:23]=[CH:22][N:21]=[C:20]([NH:19][C:13](=[O:14])[C:12]2[CH:16]=[CH:17][C:9]([B:4]3[O:3][C:2]([CH3:18])([CH3:1])[C:6]([CH3:8])([CH3:7])[O:5]3)=[CH:10][CH:11]=2)[CH:25]=1. The yield is 0.940. (10) The reactants are [C:1]([NH2:4])(=[O:3])[CH3:2].[C:5]([OH:9])(=[O:8])[CH:6]=[O:7]. The catalyst is CC(C)=O. The product is [C:1]([NH:4][CH:6]([OH:7])[C:5]([OH:9])=[O:8])(=[O:3])[CH3:2]. The yield is 1.00.